This data is from Full USPTO retrosynthesis dataset with 1.9M reactions from patents (1976-2016). The task is: Predict the reactants needed to synthesize the given product. (1) Given the product [C:40]([C:39]1[C:38]2[N:37]=[C:1]([C:4]3[CH:9]=[CH:8][C:7]([CH:10]4[CH2:14][CH2:13][CH2:12][N:11]4[C:15]([O:17][C:18]([CH3:21])([CH3:20])[CH3:19])=[O:16])=[CH:6][C:5]=3[F:22])[NH:47][C:46]=2[CH:45]=[CH:44][CH:43]=1)(=[O:41])[NH2:42], predict the reactants needed to synthesize it. The reactants are: [C:1]([C:4]1[CH:9]=[CH:8][C:7]([CH:10]2[CH2:14][CH2:13][CH2:12][N:11]2[C:15]([O:17][C:18]([CH3:21])([CH3:20])[CH3:19])=[O:16])=[CH:6][C:5]=1[F:22])(O)=O.C1N=CN(C(N2C=NC=C2)=O)C=1.Cl.Cl.[NH2:37][C:38]1[C:46]([NH2:47])=[CH:45][CH:44]=[CH:43][C:39]=1[C:40]([NH2:42])=[O:41]. (2) Given the product [NH:8]1[CH2:9][CH2:10][CH:11]([C:14]2[N:19]3[CH:20]=[N:21][N:22]=[C:18]3[C:17]([C:23]3[CH:28]=[CH:27][CH:26]=[C:25]([C:29]([F:31])([F:30])[F:32])[CH:24]=3)=[C:16]([C:33]3[CH:38]=[CH:37][N:36]=[C:35]([NH:39][C@H:40]([C:42]4[CH:43]=[CH:44][CH:45]=[CH:46][CH:47]=4)[CH3:41])[CH:34]=3)[N:15]=2)[CH2:12][CH2:13]1, predict the reactants needed to synthesize it. The reactants are: C(OC([N:8]1[CH2:13][CH2:12][CH:11]([C:14]2[N:19]3[CH:20]=[N:21][N:22]=[C:18]3[C:17]([C:23]3[CH:28]=[CH:27][CH:26]=[C:25]([C:29]([F:32])([F:31])[F:30])[CH:24]=3)=[C:16]([C:33]3[CH:38]=[CH:37][N:36]=[C:35]([NH:39][C@H:40]([C:42]4[CH:47]=[CH:46][CH:45]=[CH:44][CH:43]=4)[CH3:41])[CH:34]=3)[N:15]=2)[CH2:10][CH2:9]1)=O)(C)(C)C.FC(F)(F)C(O)=O.